Dataset: Forward reaction prediction with 1.9M reactions from USPTO patents (1976-2016). Task: Predict the product of the given reaction. Given the reactants [C:1]([C:5]1[N:9]([CH2:10][CH:11]2[CH2:16][CH2:15][C:14]([F:18])([F:17])[CH2:13][CH2:12]2)[C:8]2[CH:19]=[CH:20][C:21]([S:23]([N:26]3[CH2:29][CH:28]([N:30]=[C:31]=[O:32])[CH2:27]3)(=[O:25])=[O:24])=[CH:22][C:7]=2[N:6]=1)([CH3:4])([CH3:3])[CH3:2].[CH:33]1([NH2:36])[CH2:35][CH2:34]1, predict the reaction product. The product is: [C:1]([C:5]1[N:9]([CH2:10][CH:11]2[CH2:12][CH2:13][C:14]([F:17])([F:18])[CH2:15][CH2:16]2)[C:8]2[CH:19]=[CH:20][C:21]([S:23]([N:26]3[CH2:27][CH:28]([NH:30][C:31]([NH:36][CH:33]4[CH2:35][CH2:34]4)=[O:32])[CH2:29]3)(=[O:25])=[O:24])=[CH:22][C:7]=2[N:6]=1)([CH3:4])([CH3:2])[CH3:3].